Dataset: Full USPTO retrosynthesis dataset with 1.9M reactions from patents (1976-2016). Task: Predict the reactants needed to synthesize the given product. (1) Given the product [Cl:1][C:2]1[CH:3]=[CH:4][C:5]([O:19][CH2:20][CH:21]([CH3:23])[CH3:22])=[C:6]([NH:8][C:9]2[S:10][CH:11]=[C:12]([C:14]([OH:16])=[O:15])[N:13]=2)[CH:7]=1, predict the reactants needed to synthesize it. The reactants are: [Cl:1][C:2]1[CH:3]=[CH:4][C:5]([O:19][CH2:20][CH:21]([CH3:23])[CH3:22])=[C:6]([NH:8][C:9]2[S:10][CH:11]=[C:12]([C:14]([O:16]CC)=[O:15])[N:13]=2)[CH:7]=1.[OH-].[Na+].C(OCC)(=O)C.Cl. (2) Given the product [CH3:1][O:2][C:3]1[CH:4]=[CH:5][CH:6]=[C:7]2[C:12]=1[N:11]=[CH:10][C:9]([NH2:20])=[CH:8]2, predict the reactants needed to synthesize it. The reactants are: [CH3:1][O:2][C:3]1[CH:4]=[CH:5][CH:6]=[C:7]2[C:12]=1[N:11]=[CH:10][C:9](C(OCC)=O)=[CH:8]2.C([N:20](CC)CC)C.C1(P(N=[N+]=[N-])(C2C=CC=CC=2)=O)C=CC=CC=1.[NH4+].[OH-]. (3) Given the product [OH:7][CH2:6][CH:5]([CH:10]1[CH2:14][C:13]([CH3:16])([CH3:15])[CH2:12][CH:11]1[CH3:17])[C:3]#[N:4], predict the reactants needed to synthesize it. The reactants are: [BH4-].[Na+].[C:3]([C:5](=[C:10]1[CH2:14][C:13]([CH3:16])([CH3:15])[CH2:12][CH:11]1[CH3:17])[C:6](OC)=[O:7])#[N:4].CC(C)=O.Cl. (4) Given the product [Si:1]([O:8][C@H:9]1[CH2:13][N:12]([C:14]([O:16][C:17]([CH3:20])([CH3:19])[CH3:18])=[O:15])[C@H:11]([CH2:21][OH:22])[CH2:10]1)([C:4]([CH3:7])([CH3:6])[CH3:5])([CH3:3])[CH3:2], predict the reactants needed to synthesize it. The reactants are: [Si:1]([O:8][C@H:9]1[CH2:13][N:12]([C:14]([O:16][C:17]([CH3:20])([CH3:19])[CH3:18])=[O:15])[C@H:11]([C:21](OC)=[O:22])[CH2:10]1)([C:4]([CH3:7])([CH3:6])[CH3:5])([CH3:3])[CH3:2].[BH4-].[Li+].C(OCC)(=O)C. (5) The reactants are: C(OC(=O)[NH:7][C:8]1[O:9][CH2:10][CH2:11][C@:12]([C:15]2[CH:20]=[C:19]([NH2:21])[CH:18]=[CH:17][C:16]=2[F:22])([CH3:14])[N:13]=1)(C)(C)C.[Cl:24][C:25]1[N:30]=[C:29]([C:31](O)=[O:32])[CH:28]=[CH:27][CH:26]=1. Given the product [NH2:7][C:8]1[O:9][CH2:10][CH2:11][C@:12]([C:15]2[CH:20]=[C:19]([NH:21][C:31]([C:29]3[CH:28]=[CH:27][CH:26]=[C:25]([Cl:24])[N:30]=3)=[O:32])[CH:18]=[CH:17][C:16]=2[F:22])([CH3:14])[N:13]=1, predict the reactants needed to synthesize it. (6) Given the product [Br:35][CH2:13][CH2:12][O:11][CH2:10][CH2:9][C:6]1[CH:7]=[CH:8][C:3]([C:1]#[N:2])=[CH:4][CH:5]=1, predict the reactants needed to synthesize it. The reactants are: [C:1]([C:3]1[CH:8]=[CH:7][C:6]([CH2:9][CH2:10][O:11][CH2:12][CH2:13]O)=[CH:5][CH:4]=1)#[N:2].C1(P(C2C=CC=CC=2)C2C=CC=CC=2)C=CC=CC=1.C(Br)(Br)(Br)[Br:35].